Dataset: Reaction yield outcomes from USPTO patents with 853,638 reactions. Task: Predict the reaction yield, written as a fraction of the theoretical maximum amount of product (1.0 means a 100% yield; for example, 0.34 means a 34% yield). The reactants are Br[C:2]1[C:3]([Cl:31])=[CH:4][C:5]([O:29]C)=[C:6]([CH2:8][CH2:9][C:10]([N:12]2[CH2:17][CH2:16][N:15]([CH:18]3[CH2:21][N:20]([C:22]([O:24][C:25]([CH3:28])([CH3:27])[CH3:26])=[O:23])[CH2:19]3)[CH2:14][CH2:13]2)=[O:11])[CH:7]=1.[CH:32]1(B(O)O)[CH2:34][CH2:33]1.C1(P(C2CCCCC2)C2CCCCC2)CCCCC1. The catalyst is C1(C)C=CC=CC=1.O.CC([O-])=O.CC([O-])=O.[Pd+2]. The product is [Cl:31][C:3]1[C:2]([CH:32]2[CH2:34][CH2:33]2)=[CH:7][C:6]([CH2:8][CH2:9][C:10]([N:12]2[CH2:13][CH2:14][N:15]([CH:18]3[CH2:21][N:20]([C:22]([O:24][C:25]([CH3:26])([CH3:27])[CH3:28])=[O:23])[CH2:19]3)[CH2:16][CH2:17]2)=[O:11])=[C:5]([OH:29])[CH:4]=1. The yield is 0.750.